Dataset: Catalyst prediction with 721,799 reactions and 888 catalyst types from USPTO. Task: Predict which catalyst facilitates the given reaction. (1) Reactant: Br[C:2]1[CH:3]=[CH:4][C:5]([Cl:10])=[C:6]([O:8][CH3:9])[CH:7]=1.[C:11]([N:18]1[CH2:23][CH2:22][NH:21][CH2:20][CH2:19]1)([O:13][C:14]([CH3:17])([CH3:16])[CH3:15])=[O:12].CC([O-])(C)C.[Na+].C1C=CC(P(C2C(C3C(P(C4C=CC=CC=4)C4C=CC=CC=4)=CC=C4C=3C=CC=C4)=C3C(C=CC=C3)=CC=2)C2C=CC=CC=2)=CC=1. Product: [C:14]([O:13][C:11]([N:18]1[CH2:23][CH2:22][N:21]([C:2]2[CH:3]=[CH:4][C:5]([Cl:10])=[C:6]([O:8][CH3:9])[CH:7]=2)[CH2:20][CH2:19]1)=[O:12])([CH3:17])([CH3:15])[CH3:16]. The catalyst class is: 110. (2) Reactant: [CH3:1][N:2]1[CH:7]=[CH:6][C:5]([C:8]2[CH:13]=[CH:12][C:11]([C@@H:14]([N:16]3[CH2:21][CH2:20][C:19]4([CH2:26][CH2:25][C:24](=[O:27])[CH2:23][CH2:22]4)[O:18][C:17]3=[O:28])[CH3:15])=[CH:10][CH:9]=2)=[CH:4][C:3]1=[O:29].CC(C)[O-].CC(C)[O-].CC(C)[O-].[Al+3]. Product: [OH:27][CH:24]1[CH2:23][CH2:22][C:19]2([O:18][C:17](=[O:28])[N:16]([C@H:14]([C:11]3[CH:12]=[CH:13][C:8]([C:5]4[CH:6]=[CH:7][N:2]([CH3:1])[C:3](=[O:29])[CH:4]=4)=[CH:9][CH:10]=3)[CH3:15])[CH2:21][CH2:20]2)[CH2:26][CH2:25]1. The catalyst class is: 32. (3) The catalyst class is: 5. Reactant: [Br:1][C:2]1[C:3]([F:11])=[C:4]([C:7]([F:10])=[CH:8][CH:9]=1)[CH:5]=[O:6].[BH4-].[Na+]. Product: [Br:1][C:2]1[C:3]([F:11])=[C:4]([CH2:5][OH:6])[C:7]([F:10])=[CH:8][CH:9]=1. (4) Reactant: [Br:1][C:2]1[N:7]=[C:6]([Cl:8])[C:5]([NH:9][C:10](=O)[CH2:11][C:12]#[N:13])=[C:4]([NH:15][CH2:16][CH3:17])[CH:3]=1.BrC1N=C(Cl)C2N=C(CC#N)N(CC)C=2C=1.[N:34]([O-])=[O:35].[Na+]. Product: [Br:1][C:2]1[N:7]=[C:6]([Cl:8])[C:5]2[N:9]=[C:10](/[C:11](=[N:34]/[OH:35])/[C:12]#[N:13])[N:15]([CH2:16][CH3:17])[C:4]=2[CH:3]=1. The catalyst class is: 15.